Dataset: NCI-60 drug combinations with 297,098 pairs across 59 cell lines. Task: Regression. Given two drug SMILES strings and cell line genomic features, predict the synergy score measuring deviation from expected non-interaction effect. (1) Drug 1: C1CCC(C1)C(CC#N)N2C=C(C=N2)C3=C4C=CNC4=NC=N3. Drug 2: COCCOC1=C(C=C2C(=C1)C(=NC=N2)NC3=CC=CC(=C3)C#C)OCCOC.Cl. Cell line: NCIH23. Synergy scores: CSS=20.5, Synergy_ZIP=7.85, Synergy_Bliss=10.5, Synergy_Loewe=10.8, Synergy_HSA=10.8. (2) Drug 1: C1=CC(=C2C(=C1NCCNCCO)C(=O)C3=C(C=CC(=C3C2=O)O)O)NCCNCCO. Drug 2: CCC1(C2=C(COC1=O)C(=O)N3CC4=CC5=C(C=CC(=C5CN(C)C)O)N=C4C3=C2)O.Cl. Cell line: UACC62. Synergy scores: CSS=41.9, Synergy_ZIP=-8.63, Synergy_Bliss=-5.12, Synergy_Loewe=-3.57, Synergy_HSA=-1.22. (3) Drug 1: COC1=CC(=CC(=C1O)OC)C2C3C(COC3=O)C(C4=CC5=C(C=C24)OCO5)OC6C(C(C7C(O6)COC(O7)C8=CC=CS8)O)O. Drug 2: CC1CCC2CC(C(=CC=CC=CC(CC(C(=O)C(C(C(=CC(C(=O)CC(OC(=O)C3CCCCN3C(=O)C(=O)C1(O2)O)C(C)CC4CCC(C(C4)OC)O)C)C)O)OC)C)C)C)OC. Cell line: SK-MEL-28. Synergy scores: CSS=27.6, Synergy_ZIP=-7.29, Synergy_Bliss=-0.412, Synergy_Loewe=2.41, Synergy_HSA=3.93.